This data is from Reaction yield outcomes from USPTO patents with 853,638 reactions. The task is: Predict the reaction yield, written as a fraction of the theoretical maximum amount of product (1.0 means a 100% yield; for example, 0.34 means a 34% yield). (1) The reactants are [NH2:1][C:2]1[CH:3]=[CH:4][C:5]([S:18]([CH2:21][CH3:22])(=[O:20])=[O:19])=[C:6]([CH:17]=1)[CH2:7][N:8](C)[C:9](=O)OC(C)(C)C.[ClH:23].O1CCOCC1. The catalyst is CCOC(C)=O. The product is [ClH:23].[CH2:21]([S:18]([C:5]1[CH:4]=[CH:3][C:2]([NH2:1])=[CH:17][C:6]=1[CH2:7][NH:8][CH3:9])(=[O:19])=[O:20])[CH3:22]. The yield is 0.990. (2) The reactants are [CH3:1][O:2][C:3]1[C:8]([O:9][CH3:10])=[CH:7][CH:6]=[CH:5][C:4]=1[OH:11].F[C:13]1[CH:18]=[CH:17][C:16]([F:19])=[C:15](F)[C:14]=1[N+:21]([O-:23])=[O:22].[CH3:24][O:25]C1C=CC=CC=1OC1C=C([F:36])C(F)=CC=1N.[CH3:42][O:43][C:44]1[C:59]([O:60][CH3:61])=[CH:58][CH:57]=[CH:56][C:45]=1[O:46][C:47]1[CH:53]=[C:52]([F:54])[C:51]([F:55])=[CH:50][C:48]=1[NH2:49].[NH2:62][C:63]1[S:64][CH:65]=[CH:66][N:67]=1. No catalyst specified. The product is [F:36][C:17]1[C:16]([F:19])=[CH:15][C:14]([N+:21]([O-:23])=[O:22])=[C:13]([O:11][C:4]2[CH:5]=[CH:6][CH:7]=[C:8]([O:9][CH3:10])[C:3]=2[O:2][CH3:1])[CH:18]=1.[F:54][C:52]1[C:51]([F:55])=[CH:50][C:48]([NH:49][C:24]([NH:62][C:63]2[S:64][CH:65]=[CH:66][N:67]=2)=[O:25])=[C:47]([O:46][C:45]2[CH:56]=[CH:57][CH:58]=[C:59]([O:60][CH3:61])[C:44]=2[O:43][CH3:42])[CH:53]=1. The yield is 0.903. (3) The reactants are C(OC([NH:8][C@@H:9]([CH2:17][C:18]([O:20][C:21]1[CH:26]=[CH:25][C:24]([C@@H:27]2[CH2:32][CH2:31][N:30]([C@@H:33]3[CH2:37][CH2:36][N:35]([CH2:38][C:39]4[CH:44]=[CH:43][C:42]([CH3:45])=[CH:41][CH:40]=4)[C:34]3=[O:46])[CH2:29][C@H:28]2[F:47])=[CH:23][CH:22]=1)=[O:19])[C:10]([O:12]C(C)(C)C)=[O:11])=O)(C)(C)C.[ClH:48].C(OCC)C. The catalyst is C(Cl)Cl. The product is [ClH:48].[NH2:8][C@@H:9]([CH2:17][C:18]([O:20][C:21]1[CH:22]=[CH:23][C:24]([C@@H:27]2[CH2:32][CH2:31][N:30]([C@@H:33]3[CH2:37][CH2:36][N:35]([CH2:38][C:39]4[CH:40]=[CH:41][C:42]([CH3:45])=[CH:43][CH:44]=4)[C:34]3=[O:46])[CH2:29][C@H:28]2[F:47])=[CH:25][CH:26]=1)=[O:19])[C:10]([OH:12])=[O:11]. The yield is 0.570. (4) The reactants are C(NC(C)C)(C)C.C([Li])CCC.CCCCCC.[Li+].CC([N-]C(C)C)C.[Br:27][C:28]1[S:29][CH:30]=[C:31]([Br:33])[N:32]=1.[C:34](=[O:36])=[O:35].[OH-].[Na+]. The catalyst is C1COCC1.O. The product is [Br:27][C:28]1[S:29][C:30]([C:34]([OH:36])=[O:35])=[C:31]([Br:33])[N:32]=1. The yield is 0.980.